This data is from Full USPTO retrosynthesis dataset with 1.9M reactions from patents (1976-2016). The task is: Predict the reactants needed to synthesize the given product. (1) The reactants are: [NH:1]([C:27]([O:29][C:30]([CH3:33])([CH3:32])[CH3:31])=[O:28])[C@H:2]([C:24](O)=[O:25])[CH2:3][S:4][C:5]([C:18]1[CH:23]=[CH:22][CH:21]=[CH:20][CH:19]=1)([C:12]1[CH:17]=[CH:16][CH:15]=[CH:14][CH:13]=1)[C:6]1[CH:11]=[CH:10][CH:9]=[CH:8][CH:7]=1.C1CCC([N:40]=C=NC2CCCCC2)CC1.C1C=CC2N(O)N=NC=2C=1.N. Given the product [NH:1]([C:27]([O:29][C:30]([CH3:33])([CH3:31])[CH3:32])=[O:28])[C@H:2]([C:24]([NH2:40])=[O:25])[CH2:3][S:4][C:5]([C:12]1[CH:17]=[CH:16][CH:15]=[CH:14][CH:13]=1)([C:18]1[CH:23]=[CH:22][CH:21]=[CH:20][CH:19]=1)[C:6]1[CH:11]=[CH:10][CH:9]=[CH:8][CH:7]=1, predict the reactants needed to synthesize it. (2) Given the product [Na:1].[N:23]1([C:31]([CH2:33][C@H:34]([CH2:47][OH:48])[O:35][CH2:36][P:37]([OH:39])([OH:43])=[O:38])=[O:32])[CH:30]=[CH:29][C:27]([NH2:28])=[N:26][C:24]1=[O:25], predict the reactants needed to synthesize it. The reactants are: [Na:1].N1(C(C[C@H](CO)OCP(O)(O)=O)=O)C=C(C)C(=O)NC1=O.[N:23]1([C:31]([CH2:33][C@H:34]([CH2:47][OH:48])[O:35][CH2:36][P:37]([O:43]C(C)C)([O:39]C(C)C)=[O:38])=[O:32])[CH:30]=[CH:29][C:27]([NH2:28])=[N:26][C:24]1=[O:25].I[Si](C)(C)C. (3) Given the product [CH3:36][N:33]1[CH2:32][CH2:31][N:30]([C:26]2[CH:27]=[C:28]3[C:23](=[CH:24][CH:25]=2)[NH:22][C:21](=[O:37])[N:20]([CH:17]2[CH2:18][CH2:19][NH:14][CH2:15][CH2:16]2)[CH2:29]3)[CH2:35][CH2:34]1, predict the reactants needed to synthesize it. The reactants are: FC(F)(F)C(O)=O.CC(C)(OC([N:14]1[CH2:19][CH2:18][CH:17]([N:20]2[CH2:29][C:28]3[C:23](=[CH:24][CH:25]=[C:26]([N:30]4[CH2:35][CH2:34][N:33]([CH3:36])[CH2:32][CH2:31]4)[CH:27]=3)[NH:22][C:21]2=[O:37])[CH2:16][CH2:15]1)=O)C.C(=O)([O-])[O-].[K+].[K+].